Dataset: NCI-60 drug combinations with 297,098 pairs across 59 cell lines. Task: Regression. Given two drug SMILES strings and cell line genomic features, predict the synergy score measuring deviation from expected non-interaction effect. (1) Drug 1: CC1C(C(=O)NC(C(=O)N2CCCC2C(=O)N(CC(=O)N(C(C(=O)O1)C(C)C)C)C)C(C)C)NC(=O)C3=C4C(=C(C=C3)C)OC5=C(C(=O)C(=C(C5=N4)C(=O)NC6C(OC(=O)C(N(C(=O)CN(C(=O)C7CCCN7C(=O)C(NC6=O)C(C)C)C)C)C(C)C)C)N)C. Drug 2: C1=CC=C(C(=C1)C(C2=CC=C(C=C2)Cl)C(Cl)Cl)Cl. Cell line: SN12C. Synergy scores: CSS=7.95, Synergy_ZIP=4.61, Synergy_Bliss=11.4, Synergy_Loewe=2.55, Synergy_HSA=2.52. (2) Drug 1: C1CCN(CC1)CCOC2=CC=C(C=C2)C(=O)C3=C(SC4=C3C=CC(=C4)O)C5=CC=C(C=C5)O. Drug 2: CNC(=O)C1=NC=CC(=C1)OC2=CC=C(C=C2)NC(=O)NC3=CC(=C(C=C3)Cl)C(F)(F)F. Cell line: SNB-75. Synergy scores: CSS=0.589, Synergy_ZIP=1.11, Synergy_Bliss=2.92, Synergy_Loewe=-1.18, Synergy_HSA=-0.982. (3) Cell line: NCI-H522. Drug 2: C1=NNC2=C1C(=O)NC=N2. Synergy scores: CSS=33.3, Synergy_ZIP=-11.2, Synergy_Bliss=-2.20, Synergy_Loewe=-25.7, Synergy_HSA=-3.14. Drug 1: CS(=O)(=O)CCNCC1=CC=C(O1)C2=CC3=C(C=C2)N=CN=C3NC4=CC(=C(C=C4)OCC5=CC(=CC=C5)F)Cl. (4) Drug 1: CC=C1C(=O)NC(C(=O)OC2CC(=O)NC(C(=O)NC(CSSCCC=C2)C(=O)N1)C(C)C)C(C)C. Drug 2: C1=NNC2=C1C(=O)NC=N2. Cell line: NCI-H226. Synergy scores: CSS=59.1, Synergy_ZIP=-2.91, Synergy_Bliss=-1.33, Synergy_Loewe=-35.7, Synergy_HSA=0.163. (5) Drug 1: CC1C(C(CC(O1)OC2CC(CC3=C2C(=C4C(=C3O)C(=O)C5=C(C4=O)C(=CC=C5)OC)O)(C(=O)C)O)N)O.Cl. Drug 2: CC=C1C(=O)NC(C(=O)OC2CC(=O)NC(C(=O)NC(CSSCCC=C2)C(=O)N1)C(C)C)C(C)C. Cell line: NCI-H522. Synergy scores: CSS=65.3, Synergy_ZIP=7.50, Synergy_Bliss=8.24, Synergy_Loewe=-24.6, Synergy_HSA=9.78. (6) Drug 1: CC12CCC3C(C1CCC2=O)CC(=C)C4=CC(=O)C=CC34C. Drug 2: C1CNP(=O)(OC1)N(CCCl)CCCl. Cell line: NCIH23. Synergy scores: CSS=56.7, Synergy_ZIP=4.40, Synergy_Bliss=5.04, Synergy_Loewe=-21.3, Synergy_HSA=3.20. (7) Drug 1: C1CCC(CC1)NC(=O)N(CCCl)N=O. Drug 2: CS(=O)(=O)OCCCCOS(=O)(=O)C. Cell line: MALME-3M. Synergy scores: CSS=5.15, Synergy_ZIP=-3.90, Synergy_Bliss=-3.01, Synergy_Loewe=-9.47, Synergy_HSA=-5.38. (8) Drug 1: CC1=C2C(C(=O)C3(C(CC4C(C3C(C(C2(C)C)(CC1OC(=O)C(C(C5=CC=CC=C5)NC(=O)OC(C)(C)C)O)O)OC(=O)C6=CC=CC=C6)(CO4)OC(=O)C)OC)C)OC. Drug 2: C(CN)CNCCSP(=O)(O)O. Cell line: SW-620. Synergy scores: CSS=40.8, Synergy_ZIP=3.83, Synergy_Bliss=0.605, Synergy_Loewe=-31.8, Synergy_HSA=1.13. (9) Drug 1: C(CCl)NC(=O)N(CCCl)N=O. Drug 2: CC1CCCC2(C(O2)CC(NC(=O)CC(C(C(=O)C(C1O)C)(C)C)O)C(=CC3=CSC(=N3)C)C)C. Cell line: M14. Synergy scores: CSS=58.3, Synergy_ZIP=0.951, Synergy_Bliss=0.786, Synergy_Loewe=-5.81, Synergy_HSA=1.43. (10) Drug 1: CS(=O)(=O)C1=CC(=C(C=C1)C(=O)NC2=CC(=C(C=C2)Cl)C3=CC=CC=N3)Cl. Drug 2: C1=NC2=C(N1)C(=S)N=C(N2)N. Cell line: A498. Synergy scores: CSS=20.3, Synergy_ZIP=-5.29, Synergy_Bliss=0.442, Synergy_Loewe=-1.93, Synergy_HSA=0.535.